From a dataset of Antibody developability classification from SAbDab with 2,409 antibodies. Regression/Classification. Given an antibody's heavy chain and light chain sequences, predict its developability. TAP uses regression for 5 developability metrics; SAbDab uses binary classification. Result: 1 (developable). The antibody is ['4m48', 'PROT_6658595B'].